From a dataset of Full USPTO retrosynthesis dataset with 1.9M reactions from patents (1976-2016). Predict the reactants needed to synthesize the given product. (1) Given the product [Br:23][C:17]1[CH:18]=[N:19][C:20]2[C:15]([CH:16]=1)=[CH:14][C:13]([CH:11]([C:8]1[N:6]3[N:7]=[C:2]([CH3:1])[CH:3]=[CH:4][C:5]3=[N:10][N:9]=1)[CH3:12])=[CH:22][CH:21]=2, predict the reactants needed to synthesize it. The reactants are: [CH3:1][C:2]1[CH:3]=[CH:4][C:5]2[N:6]([C:8]([CH:11]([C:13]3[CH:14]=[C:15]4[C:20](=[CH:21][CH:22]=3)[N:19]=[CH:18][CH:17]=[CH:16]4)[CH3:12])=[N:9][N:10]=2)[N:7]=1.[Br:23]Br. (2) Given the product [Cl:27][CH2:28][CH2:29][CH2:30][S:31]([N:2]1[CH2:7][CH2:6][C:5]([C:8]2[CH:13]=[CH:12][C:11]([N:14]3[CH2:18][C@H:17]([CH2:19][N:20]4[CH:24]=[CH:23][N:22]=[N:21]4)[O:16][C:15]3=[O:25])=[CH:10][C:9]=2[F:26])=[CH:4][CH2:3]1)(=[O:33])=[O:32], predict the reactants needed to synthesize it. The reactants are: Cl.[NH:2]1[CH2:7][CH2:6][C:5]([C:8]2[CH:13]=[CH:12][C:11]([N:14]3[CH2:18][C@H:17]([CH2:19][N:20]4[CH:24]=[CH:23][N:22]=[N:21]4)[O:16][C:15]3=[O:25])=[CH:10][C:9]=2[F:26])=[CH:4][CH2:3]1.[Cl:27][CH2:28][CH2:29][CH2:30][S:31](Cl)(=[O:33])=[O:32]. (3) Given the product [Cl:15][C:16]1[CH:17]=[C:18]([CH:20]=[CH:21][CH:22]=1)[NH:19][C:2]1[CH:7]=[C:6]([CH3:8])[N:5]=[C:4]([C:9]2[CH:14]=[CH:13][CH:12]=[CH:11][N:10]=2)[N:3]=1, predict the reactants needed to synthesize it. The reactants are: Cl[C:2]1[CH:7]=[C:6]([CH3:8])[N:5]=[C:4]([C:9]2[CH:14]=[CH:13][CH:12]=[CH:11][N:10]=2)[N:3]=1.[Cl:15][C:16]1[CH:17]=[C:18]([CH:20]=[CH:21][CH:22]=1)[NH2:19]. (4) Given the product [C:17]([CH:9]1[N:8]([C:6]([O:5][C:1]([CH3:2])([CH3:3])[CH3:4])=[O:7])[C:12]2=[N:13][CH:14]=[CH:15][CH:16]=[C:11]2[CH2:10]1)(=[O:19])[NH2:27], predict the reactants needed to synthesize it. The reactants are: [C:1]([O:5][C:6]([N:8]1[C:12]2=[N:13][CH:14]=[CH:15][CH:16]=[C:11]2[CH2:10][CH:9]1[C:17]([O-:19])=O)=[O:7])([CH3:4])([CH3:3])[CH3:2].[Li+].C(=O)(O)[O-].[NH4+].C[N:27](C(ON1N=NC2C=CC=NC1=2)=[N+](C)C)C.F[P-](F)(F)(F)(F)F.C(N(CC)CC)C. (5) Given the product [C:1]([O:5][CH:6]([C:11]1[C:12]([C:19]2[CH:20]=[CH:21][C:22]3[O:27][CH2:26][CH2:25][CH2:24][C:23]=3[CH:28]=2)=[C:13]([CH:14]=[CH:15][CH:16]=1)[C:17]([OH:31])=[O:18])[C:7]([O:9][CH3:10])=[O:8])([CH3:4])([CH3:2])[CH3:3], predict the reactants needed to synthesize it. The reactants are: [C:1]([O:5][CH:6]([C:11]1[CH:16]=[CH:15][CH:14]=[C:13]([CH:17]=[O:18])[C:12]=1[C:19]1[CH:20]=[CH:21][C:22]2[O:27][CH2:26][CH2:25][CH2:24][C:23]=2[CH:28]=1)[C:7]([O:9][CH3:10])=[O:8])([CH3:4])([CH3:3])[CH3:2].CS(C)=[O:31].Cl([O-])=O.[Na+].S([O-])([O-])=O.[Na+].[Na+].C(=O)(O)[O-].[Na+]. (6) Given the product [F:23][C:24]1[CH:25]=[CH:26][C:27]([CH2:30][C:31]([OH:33])=[O:32])=[CH:28][C:29]=1[O:12][CH2:11][CH2:10][CH2:9][C:8]1[C:4]([CH2:1][CH2:2][CH3:3])=[N:5][N:6]([C:13]2[CH:18]=[CH:17][C:16]([C:19]([F:21])([F:20])[F:22])=[CH:15][N:14]=2)[CH:7]=1, predict the reactants needed to synthesize it. The reactants are: [CH2:1]([C:4]1[C:8]([CH2:9][CH2:10][CH2:11][OH:12])=[CH:7][N:6]([C:13]2[CH:18]=[CH:17][C:16]([C:19]([F:22])([F:21])[F:20])=[CH:15][N:14]=2)[N:5]=1)[CH2:2][CH3:3].[F:23][C:24]1[CH:29]=[CH:28][C:27]([CH2:30][C:31]([O:33]C)=[O:32])=[CH:26][C:25]=1O.C(P(CCCC)CCCC)CCC.N(C(N1CCCCC1)=O)=NC(N1CCCCC1)=O. (7) The reactants are: [NH2:1][C:2]1[CH:10]=[C:9]([O:11][CH3:12])[CH:8]=[C:7]([O:13][CH3:14])[C:3]=1[C:4]([NH2:6])=[O:5].[OH:15][CH2:16][CH2:17][O:18][C:19]1[CH:26]=[CH:25][C:22]([CH:23]=O)=[CH:21][CH:20]=1.OS([O-])=O.[Na+].CC1C=CC(S(O)(=O)=O)=CC=1. Given the product [OH:15][CH2:16][CH2:17][O:18][C:19]1[CH:26]=[CH:25][C:22]([C:23]2[NH:6][C:4](=[O:5])[C:3]3[C:2](=[CH:10][C:9]([O:11][CH3:12])=[CH:8][C:7]=3[O:13][CH3:14])[N:1]=2)=[CH:21][CH:20]=1, predict the reactants needed to synthesize it.